From a dataset of Full USPTO retrosynthesis dataset with 1.9M reactions from patents (1976-2016). Predict the reactants needed to synthesize the given product. (1) The reactants are: [CH2:1]([O:8][C@H:9]1[CH2:14][CH2:13][CH2:12][CH2:11][C@@H:10]1[NH:15][C:16]1[CH:23]=[C:22]([N:24]2[C:32]3[CH2:31][C:30]([CH3:34])([CH3:33])[CH2:29][C:28](=[O:35])[C:27]=3[C:26]([CH3:36])=[CH:25]2)[CH:21]=[C:20]([F:37])[C:17]=1[C:18]#[N:19])[C:2]1[CH:7]=[CH:6][CH:5]=[CH:4][CH:3]=1.[OH-:38].[Na+].OO. Given the product [CH2:1]([O:8][C@H:9]1[CH2:14][CH2:13][CH2:12][CH2:11][C@@H:10]1[NH:15][C:16]1[CH:23]=[C:22]([N:24]2[C:32]3[CH2:31][C:30]([CH3:34])([CH3:33])[CH2:29][C:28](=[O:35])[C:27]=3[C:26]([CH3:36])=[CH:25]2)[CH:21]=[C:20]([F:37])[C:17]=1[C:18]([NH2:19])=[O:38])[C:2]1[CH:7]=[CH:6][CH:5]=[CH:4][CH:3]=1, predict the reactants needed to synthesize it. (2) Given the product [Br:9][C:4]1[N:3]=[C:2]([NH:10][C:11]2[CH:16]=[C:15]([C:17]([F:19])([F:18])[F:20])[CH:14]=[CH:13][N:12]=2)[CH:7]=[C:6]([CH3:8])[CH:5]=1, predict the reactants needed to synthesize it. The reactants are: Br[C:2]1[CH:7]=[C:6]([CH3:8])[CH:5]=[C:4]([Br:9])[N:3]=1.[NH2:10][C:11]1[CH:16]=[C:15]([C:17]([F:20])([F:19])[F:18])[CH:14]=[CH:13][N:12]=1.CC(C)([O-])C.[Na+]. (3) Given the product [CH3:33][S:34]([O:7][C:8]1[C:30]2[CH2:31][O:27][C:28](=[O:32])[C:29]=2[C:6]([OH:16])=[C:5]2[C:9]=1[CH:10]=[C:11]([O:12][CH3:13])[C:3]([O:2][CH3:1])=[CH:4]2)(=[O:36])=[O:35], predict the reactants needed to synthesize it. The reactants are: [CH3:1][O:2][C:3]1[CH:4]=[C:5]2[C:9](=[CH:10][C:11]=1[O:12][CH3:13])[CH:8](C#N)[O:7][C:6]2=[O:16].C[Si]([N-][Si](C)(C)C)(C)C.[Li+].[O:27]1[CH2:31][CH:30]=[CH:29][C:28]1=[O:32].[CH3:33][S:34](Cl)(=[O:36])=[O:35].[Cl-].[NH4+]. (4) Given the product [C:9]([O:13][C:14](=[O:23])[CH2:15][C:16]1[CH:21]=[CH:20][N:19]=[C:18]([N:28]2[CH2:29][CH2:30][N:25]([CH3:24])[CH2:26][CH2:27]2)[CH:17]=1)([CH3:12])([CH3:11])[CH3:10], predict the reactants needed to synthesize it. The reactants are: P([O-])([O-])([O-])=O.[K+].[K+].[K+].[C:9]([O:13][C:14](=[O:23])[CH2:15][C:16]1[CH:21]=[CH:20][N:19]=[C:18](Cl)[CH:17]=1)([CH3:12])([CH3:11])[CH3:10].[CH3:24][N:25]1[CH2:30][CH2:29][NH:28][CH2:27][CH2:26]1.P. (5) Given the product [CH2:8]([O:15][CH2:16][CH2:17][CH2:18][O:19][C:20]1[CH:21]=[CH:22][C:23]([CH:26]2[CH:27]([CH2:51][N:1]3[CH:5]=[N:4][CH:3]=[N:2]3)[CH2:28][N:29]([C:44]([O:46][C:47]([CH3:48])([CH3:50])[CH3:49])=[O:45])[CH2:30][CH:31]2[O:32][CH2:33][C:34]2[CH:43]=[CH:42][C:41]3[C:36](=[CH:37][CH:38]=[CH:39][CH:40]=3)[CH:35]=2)=[CH:24][CH:25]=1)[C:9]1[CH:14]=[CH:13][CH:12]=[CH:11][CH:10]=1, predict the reactants needed to synthesize it. The reactants are: [NH:1]1[CH:5]=[N:4][CH:3]=[N:2]1.[H-].[Na+].[CH2:8]([O:15][CH2:16][CH2:17][CH2:18][O:19][C:20]1[CH:25]=[CH:24][C:23]([CH:26]2[CH:31]([O:32][CH2:33][C:34]3[CH:43]=[CH:42][C:41]4[C:36](=[CH:37][CH:38]=[CH:39][CH:40]=4)[CH:35]=3)[CH2:30][N:29]([C:44]([O:46][C:47]([CH3:50])([CH3:49])[CH3:48])=[O:45])[CH2:28][CH:27]2[CH2:51]OS(C)(=O)=O)=[CH:22][CH:21]=1)[C:9]1[CH:14]=[CH:13][CH:12]=[CH:11][CH:10]=1. (6) Given the product [C:1]1([N:7]2[C:12](=[O:24])[C:11]([CH2:14][C:15]3[C:20]([F:21])=[CH:19][CH:18]=[CH:17][C:16]=3[F:22])=[N:10][NH:9][C:8]2=[O:23])[CH:6]=[CH:5][CH:4]=[CH:3][CH:2]=1, predict the reactants needed to synthesize it. The reactants are: [C:1]1([N:7]2[C:12](=S)[C:11]([CH2:14][C:15]3[C:20]([F:21])=[CH:19][CH:18]=[CH:17][C:16]=3[F:22])=[N:10][NH:9][C:8]2=[O:23])[CH:6]=[CH:5][CH:4]=[CH:3][CH:2]=1.[OH:24]O.Cl.